Dataset: Reaction yield outcomes from USPTO patents with 853,638 reactions. Task: Predict the reaction yield, written as a fraction of the theoretical maximum amount of product (1.0 means a 100% yield; for example, 0.34 means a 34% yield). (1) The product is [NH:47]1[C:48]2[C:44](=[CH:43][C:42]([NH:41][C:38]3[C:39]4[S:40][C:32]([C:25]5[CH:26]=[CH:27][CH:28]=[CH:29][CH:30]=5)=[CH:33][C:34]=4[N:35]=[CH:36][N:37]=3)=[CH:50][CH:49]=2)[CH:45]=[CH:46]1. The reactants are [C:25]1(P([C:25]2[CH:30]=[CH:29][CH:28]=[CH:27][CH:26]=2)CCCCP([C:25]2[CH:30]=[CH:29][CH:28]=[CH:27][CH:26]=2)[C:25]2[CH:30]=[CH:29][CH:28]=[CH:27][CH:26]=2)[CH:30]=[CH:29][CH:28]=[CH:27][CH:26]=1.Br[C:32]1[S:40][C:39]2[C:38]([NH:41][C:42]3[CH:43]=[C:44]4[C:48](=[CH:49][CH:50]=3)[NH:47][CH:46]=[CH:45]4)=[N:37][CH:36]=[N:35][C:34]=2[CH:33]=1.C1(B(O)O)C=CC=CC=1.C(=O)([O-])[O-].[Na+].[Na+]. The catalyst is C1(C)C=CC=CC=1.[Pd](Cl)Cl.C(#N)C1C=CC=CC=1.C(#N)C1C=CC=CC=1.C(O)C.O1CCCC1. The yield is 0.490. (2) The yield is 0.650. The catalyst is C1COCC1. The reactants are C([O:9][C@@H:10]1[C@H:17]([O:18]C(=O)C2C=CC=CC=2)[C@@H:16]([CH2:27][O:28]C(=O)C2C=CC=CC=2)[O:15][C@H:11]1[C:12]([OH:14])=O)(=O)C1C=CC=CC=1.C1(P(C2C=CC=CC=2)C2C=CC=CC=2)C=CC=CC=1.C1C=C(SSC2N=CC=CC=2)N=CC=1.[CH3:70][O:71][C:72]1[CH:79]=[CH:78][C:75]([NH:76][CH3:77])=[CH:74][CH:73]=1. The product is [OH:9][C@@H:10]1[C@H:17]([OH:18])[C@@H:16]([CH2:27][OH:28])[O:15][CH:11]1[C:12]([N:76]([C:75]1[CH:78]=[CH:79][C:72]([O:71][CH3:70])=[CH:73][CH:74]=1)[CH3:77])=[O:14].